From a dataset of HIV replication inhibition screening data with 41,000+ compounds from the AIDS Antiviral Screen. Binary Classification. Given a drug SMILES string, predict its activity (active/inactive) in a high-throughput screening assay against a specified biological target. (1) The compound is CC(=O)NS(=O)(=O)c1ccc(N=Cc2ccc3c(c2)OCO3)cc1. The result is 0 (inactive). (2) The drug is COC(=O)C1OS(=O)(=O)OC1C(=O)OC. The result is 0 (inactive).